From a dataset of Forward reaction prediction with 1.9M reactions from USPTO patents (1976-2016). Predict the product of the given reaction. Given the reactants Cl[C:2]1[N:7]=[C:6]([C:8]2[S:12][C:11]([CH:13]([CH3:15])[CH3:14])=[N:10][C:9]=2[C:16]2[CH:17]=[CH:18][C:19]([F:34])=[C:20]([NH:22][S:23]([C:26]3[C:31]([F:32])=[CH:30][CH:29]=[CH:28][C:27]=3[F:33])(=[O:25])=[O:24])[CH:21]=2)[CH:5]=[CH:4][N:3]=1.[NH2:35][CH2:36][CH2:37][S:38]([CH3:41])(=[O:40])=[O:39], predict the reaction product. The product is: [F:33][C:27]1[CH:28]=[CH:29][CH:30]=[C:31]([F:32])[C:26]=1[S:23]([NH:22][C:20]1[CH:21]=[C:16]([C:9]2[N:10]=[C:11]([CH:13]([CH3:15])[CH3:14])[S:12][C:8]=2[C:6]2[CH:5]=[CH:4][N:3]=[C:2]([NH:35][CH2:36][CH2:37][S:38]([CH3:41])(=[O:40])=[O:39])[N:7]=2)[CH:17]=[CH:18][C:19]=1[F:34])(=[O:25])=[O:24].